Dataset: Full USPTO retrosynthesis dataset with 1.9M reactions from patents (1976-2016). Task: Predict the reactants needed to synthesize the given product. Given the product [C:1]([C:3]1[CH:8]=[CH:7][C:6]([CH:9]2[C:18]3[C:13](=[C:14]([CH3:20])[CH:15]=[N:16][C:17]=3[O:19][CH2:33][CH3:34])[NH:12][C:11]([CH3:21])=[C:10]2[C:22]([O:24][CH2:25][CH2:26][C:27]#[N:28])=[O:23])=[C:5]([O:29][CH3:30])[CH:4]=1)#[N:2], predict the reactants needed to synthesize it. The reactants are: [C:1]([C:3]1[CH:8]=[CH:7][C:6]([CH:9]2[C:18]3[C:17](=[O:19])[NH:16][CH:15]=[C:14]([CH3:20])[C:13]=3[NH:12][C:11]([CH3:21])=[C:10]2[C:22]([O:24][CH2:25][CH2:26][C:27]#[N:28])=[O:23])=[C:5]([O:29][CH3:30])[CH:4]=1)#[N:2].C(OCC)(OCC)O[CH2:33][CH3:34].